Task: Predict the reactants needed to synthesize the given product.. Dataset: Full USPTO retrosynthesis dataset with 1.9M reactions from patents (1976-2016) (1) Given the product [F:59][C:55]1[CH:54]=[C:53]2[C:58]([C:49]([NH:47][C:43]3[N:42]=[C:41]([N:38]4[CH2:39][CH2:40][O:35][CH2:36][CH2:37]4)[CH:46]=[CH:45][N:44]=3)=[C:50]([CH3:66])[C:51]([C:60]3[CH:65]=[CH:64][CH:63]=[CH:62][N:61]=3)=[N:52]2)=[CH:57][CH:56]=1, predict the reactants needed to synthesize it. The reactants are: C1(P(C2CCCCC2)C2C=CC=CC=2C2C(C(C)C)=CC(C(C)C)=CC=2C(C)C)CCCCC1.[O:35]1[CH2:40][CH2:39][N:38]([C:41]2[CH:46]=[CH:45][N:44]=[C:43]([NH2:47])[N:42]=2)[CH2:37][CH2:36]1.Cl[C:49]1[C:58]2[C:53](=[CH:54][C:55]([F:59])=[CH:56][CH:57]=2)[N:52]=[C:51]([C:60]2[CH:65]=[CH:64][CH:63]=[CH:62][N:61]=2)[C:50]=1[CH3:66].CC(C)([O-])C.[Na+]. (2) Given the product [CH3:1][O:2][C:3]1[CH:4]=[CH:5][C:6]([CH2:7][NH:8][C:9]2[CH:10]=[C:11]3[C:16](=[CH:17][CH:18]=2)[CH2:15][N:14]([C:21](=[O:23])[CH3:22])[CH2:13][CH2:12]3)=[CH:19][CH:20]=1, predict the reactants needed to synthesize it. The reactants are: [CH3:1][O:2][C:3]1[CH:20]=[CH:19][C:6]([CH2:7][NH:8][C:9]2[CH:10]=[C:11]3[C:16](=[CH:17][CH:18]=2)[CH2:15][NH:14][CH2:13][CH2:12]3)=[CH:5][CH:4]=1.[C:21](Cl)(=[O:23])[CH3:22].C(N(CC)CC)C. (3) Given the product [N:29]1([C:6]2[CH:5]=[CH:4][C:3]([N:9]3[CH:14]=[C:13]([O:15][CH3:16])[C:12](=[O:17])[C:11]([C:18]4[N:22]([C:23]5[CH:28]=[CH:27][CH:26]=[CH:25][CH:24]=5)[N:21]=[CH:20][CH:19]=4)=[N:10]3)=[C:2]([F:1])[CH:7]=2)[CH2:33][CH:32]=[CH:31][CH2:30]1, predict the reactants needed to synthesize it. The reactants are: [F:1][C:2]1[CH:7]=[C:6](I)[CH:5]=[CH:4][C:3]=1[N:9]1[CH:14]=[C:13]([O:15][CH3:16])[C:12](=[O:17])[C:11]([C:18]2[N:22]([C:23]3[CH:28]=[CH:27][CH:26]=[CH:25][CH:24]=3)[N:21]=[CH:20][CH:19]=2)=[N:10]1.[NH:29]1[CH2:33][CH:32]=[CH:31][CH2:30]1.CC1(C)C2C(=C(P(C3C=CC=CC=3)C3C=CC=CC=3)C=CC=2)OC2C(P(C3C=CC=CC=3)C3C=CC=CC=3)=CC=CC1=2.O(C(C)(C)C)[Na]. (4) The reactants are: [Cl:1][C:2]1[CH:7]=[CH:6][C:5]([CH2:8][C:9]2[C:18]3[C:13](=[CH:14][CH:15]=[CH:16][CH:17]=3)[C:12](=[O:19])[N:11]([CH2:20][C@H:21]3[CH2:25][CH2:24][CH2:23][N:22]3[CH2:26][CH:27]([CH3:32])[C:28]([O:30]C)=[O:29])[N:10]=2)=[CH:4][CH:3]=1.[OH-].[Na+].Cl. Given the product [CH:28]([OH:30])=[O:29].[Cl:1][C:2]1[CH:7]=[CH:6][C:5]([CH2:8][C:9]2[C:18]3[C:13](=[CH:14][CH:15]=[CH:16][CH:17]=3)[C:12](=[O:19])[N:11]([CH2:20][C@H:21]3[CH2:25][CH2:24][CH2:23][N:22]3[CH2:26][CH:27]([CH3:32])[C:28]([OH:30])=[O:29])[N:10]=2)=[CH:4][CH:3]=1, predict the reactants needed to synthesize it. (5) Given the product [CH3:2][C:1]([NH:13][C:12]1[CH:14]=[CH:15][CH:16]=[C:10]([O:9][CH3:8])[CH:11]=1)=[O:3], predict the reactants needed to synthesize it. The reactants are: [C:1](OC(=O)C)(=[O:3])[CH3:2].[CH3:8][O:9][C:10]1[CH:11]=[C:12]([CH:14]=[CH:15][CH:16]=1)[NH2:13].